This data is from Catalyst prediction with 721,799 reactions and 888 catalyst types from USPTO. The task is: Predict which catalyst facilitates the given reaction. (1) Reactant: [Cl:1][C:2]1[C:6]([CH3:7])=[C:5]([C:8]2[CH:9]=[C:10]([C:13]([OH:15])=O)[S:11][CH:12]=2)[N:4]([CH3:16])[N:3]=1.[NH2:17][C@@H:18]([CH2:31][C:32]1[CH:37]=[CH:36][CH:35]=[C:34]([C:38]([F:41])([F:40])[F:39])[CH:33]=1)[CH2:19][N:20]1[C:28](=[O:29])[C:27]2[C:22](=[CH:23][CH:24]=[CH:25][CH:26]=2)[C:21]1=[O:30].CC(OC(N[C@H](C(O)=O)CC1C=CC=CC=1C(F)(F)F)=O)(C)C.C1CN([P+](Br)(N2CCCC2)N2CCCC2)CC1.F[P-](F)(F)(F)(F)F.CCN(C(C)C)C(C)C. Product: [Cl:1][C:2]1[C:6]([CH3:7])=[C:5]([C:8]2[CH:9]=[C:10]([C:13]([NH:17][C@@H:18]([CH2:31][C:32]3[CH:37]=[CH:36][CH:35]=[C:34]([C:38]([F:41])([F:39])[F:40])[CH:33]=3)[CH2:19][N:20]3[C:21](=[O:30])[C:22]4[C:27](=[CH:26][CH:25]=[CH:24][CH:23]=4)[C:28]3=[O:29])=[O:15])[S:11][CH:12]=2)[N:4]([CH3:16])[N:3]=1. The catalyst class is: 22. (2) Reactant: [F:1][C:2]1[CH:3]=[C:4]([CH:16]=[CH:17][CH:18]=1)[CH2:5][C:6]1[O:10][N:9]=[C:8]([C:11]([O:13]CC)=[O:12])[CH:7]=1.[OH-].[Na+]. Product: [F:1][C:2]1[CH:3]=[C:4]([CH:16]=[CH:17][CH:18]=1)[CH2:5][C:6]1[O:10][N:9]=[C:8]([C:11]([OH:13])=[O:12])[CH:7]=1. The catalyst class is: 8. (3) Reactant: [Cl:1][C:2]1[C:3]([CH3:18])=[CH:4][C:5]2[C:6]3[CH:17]4[N:13]([CH2:14][CH2:15][CH2:16]4)[CH2:12][CH2:11][C:7]=3[NH:8][C:9]=2[CH:10]=1.[H-].[Na+].[O:21]1[CH2:23][CH:22]1[C:24]1[CH:29]=[CH:28][N:27]=[CH:26][CH:25]=1. Product: [Cl:1][C:2]1[C:3]([CH3:18])=[CH:4][C:5]2[C:6]3[CH:17]4[CH2:16][CH2:15][CH2:14][N:13]4[CH2:12][CH2:11][C:7]=3[N:8]([CH2:23][CH:22]([C:24]3[CH:29]=[CH:28][N:27]=[CH:26][CH:25]=3)[OH:21])[C:9]=2[CH:10]=1. The catalyst class is: 3. (4) Reactant: [OH:1][CH:2]([CH2:27][CH3:28])[CH2:3][C:4]1[O:8][N:7]=[C:6]([CH2:9][CH2:10][C@@:11]([CH3:26])([S:22]([CH3:25])(=[O:24])=[O:23])[C:12]([O:14][CH2:15][C:16]2[CH:21]=[CH:20][CH:19]=[CH:18][CH:17]=2)=[O:13])[CH:5]=1.[CH3:29][S:30](Cl)(=[O:32])=[O:31]. Product: [CH3:26][C@@:11]([S:22]([CH3:25])(=[O:23])=[O:24])([CH2:10][CH2:9][C:6]1[CH:5]=[C:4]([CH2:3][CH:2]([O:1][S:30]([CH3:29])(=[O:32])=[O:31])[CH2:27][CH3:28])[O:8][N:7]=1)[C:12]([O:14][CH2:15][C:16]1[CH:21]=[CH:20][CH:19]=[CH:18][CH:17]=1)=[O:13]. The catalyst class is: 4.